This data is from Reaction yield outcomes from USPTO patents with 853,638 reactions. The task is: Predict the reaction yield, written as a fraction of the theoretical maximum amount of product (1.0 means a 100% yield; for example, 0.34 means a 34% yield). (1) The reactants are [CH3:1][N:2]([C:4]([N:6]=[C:7]([NH2:9])[NH2:8])=[NH:5])[CH3:3].Cl.[OH-].[Na+]. The catalyst is CO. The product is [CH3:1][N:2]([C:4]([NH:6][C:7]([NH2:9])=[NH:8])=[NH:5])[CH3:3]. The yield is 0.598. (2) The reactants are [Cl:1][C:2]1[CH:3]=[C:4]([CH:9]([NH:11][C:12]2[CH:17]=[C:16](F)[CH:15]=[CH:14][C:13]=2[S:19]([CH3:22])(=[O:21])=[O:20])[CH3:10])[CH:5]=[C:6]([Cl:8])[CH:7]=1.[N:23]1(C(OC(C)(C)C)=O)[CH2:28][CH2:27][NH:26][CH2:25][CH2:24]1.C(N(CC)C(C)C)(C)C. The catalyst is C(#N)C. The product is [Cl:1][C:2]1[CH:3]=[C:4]([CH:9]([NH:11][C:12]2[CH:17]=[C:16]([N:23]3[CH2:28][CH2:27][NH:26][CH2:25][CH2:24]3)[CH:15]=[CH:14][C:13]=2[S:19]([CH3:22])(=[O:21])=[O:20])[CH3:10])[CH:5]=[C:6]([Cl:8])[CH:7]=1. The yield is 0.490. (3) The reactants are Br[C:2]1[CH:7]=[CH:6][C:5]([C:8]2[N:9]=[CH:10][S:11][CH:12]=2)=[C:4]([CH2:13][CH3:14])[CH:3]=1.C([Sn](CCCC)(CCCC)[C:20]([O:22]CC)=[CH2:21])CCC.[Cl-].[Li+]. The catalyst is O1CCOCC1.C(OCC)(=O)C.C1C=CC([P]([Pd]([P](C2C=CC=CC=2)(C2C=CC=CC=2)C2C=CC=CC=2)([P](C2C=CC=CC=2)(C2C=CC=CC=2)C2C=CC=CC=2)[P](C2C=CC=CC=2)(C2C=CC=CC=2)C2C=CC=CC=2)(C2C=CC=CC=2)C2C=CC=CC=2)=CC=1. The product is [CH2:13]([C:4]1[CH:3]=[C:2]([C:20](=[O:22])[CH3:21])[CH:7]=[CH:6][C:5]=1[C:8]1[N:9]=[CH:10][S:11][CH:12]=1)[CH3:14]. The yield is 0.740. (4) The yield is 0.730. The reactants are [F:1][C:2]1[CH:3]=[C:4]([C@H:9]2[CH2:13][O:12][C:11](=[O:14])[N:10]2[C:15]2[CH:20]=[CH:19][N:18]3[N:21]=[CH:22][C:23]([C:24]4[CH:29]=[CH:28][C:27]([C:30]5[N:34]=[CH:33][N:32](COCC[Si](C)(C)C)[N:31]=5)=[C:26]([F:43])[CH:25]=4)=[C:17]3[N:16]=2)[CH:5]=[CH:6][C:7]=1[F:8].FC1C=C([C@H]2COC(=O)N2C2C=CN3N=CC(C4C=CC(C5N(COCC[Si](C)(C)C)N=CN=5)=C(F)C=4)=C3N=2)C=CC=1F. The product is [F:1][C:2]1[CH:3]=[C:4]([C@H:9]2[CH2:13][O:12][C:11](=[O:14])[N:10]2[C:15]2[CH:20]=[CH:19][N:18]3[N:21]=[CH:22][C:23]([C:24]4[CH:29]=[CH:28][C:27]([C:30]5[N:34]=[CH:33][NH:32][N:31]=5)=[C:26]([F:43])[CH:25]=4)=[C:17]3[N:16]=2)[CH:5]=[CH:6][C:7]=1[F:8]. No catalyst specified. (5) The reactants are C[O:2][C:3]1[CH:4]=[C:5]2[C:10](=[CH:11][C:12]=1[CH3:13])[N:9]=[CH:8][N:7]=[CH:6]2.C[S-].[Na+]. The catalyst is CN(C)C=O. The product is [OH:2][C:3]1[CH:4]=[C:5]2[C:10](=[CH:11][C:12]=1[CH3:13])[N:9]=[CH:8][N:7]=[CH:6]2. The yield is 0.730. (6) The reactants are N#N.C(O)C.Cl.[NH2:7][C:8]1[CH:13]=[CH:12][CH:11]=[CH:10][C:9]=1B(O)O.[CH3:17][O:18][C:19](=[O:27])[CH2:20][C:21]1[S:22][C:23](Br)=[CH:24][CH:25]=1. The catalyst is O.C1(C)C=CC=CC=1.[Pd].C1(P(C2C=CC=CC=2)C2C=CC=CC=2)C=CC=CC=1.C1(P(C2C=CC=CC=2)C2C=CC=CC=2)C=CC=CC=1.C1(P(C2C=CC=CC=2)C2C=CC=CC=2)C=CC=CC=1.C1(P(C2C=CC=CC=2)C2C=CC=CC=2)C=CC=CC=1. The product is [CH3:17][O:18][C:19](=[O:27])[CH2:20][C:21]1[S:22][C:23]([C:9]2[CH:10]=[CH:11][CH:12]=[CH:13][C:8]=2[NH2:7])=[CH:24][CH:25]=1. The yield is 0.510. (7) The reactants are [CH3:1][O:2][C:3]([C:5]1[S:6][C:7]([S:22][CH3:23])=[C:8]([S:10]([C:13]2[CH:18]=[C:17]([Br:19])[C:16]([NH2:20])=[C:15]([NH2:21])[CH:14]=2)(=[O:12])=[O:11])[CH:9]=1)=[O:4].[C:24]([O-])(O)=O.[Na+]. The catalyst is C(O)=O. The product is [CH3:1][O:2][C:3]([C:5]1[S:6][C:7]([S:22][CH3:23])=[C:8]([S:10]([C:13]2[CH:18]=[C:17]([Br:19])[C:16]3[N:20]=[CH:24][NH:21][C:15]=3[CH:14]=2)(=[O:12])=[O:11])[CH:9]=1)=[O:4]. The yield is 0.570.